This data is from Catalyst prediction with 721,799 reactions and 888 catalyst types from USPTO. The task is: Predict which catalyst facilitates the given reaction. (1) Reactant: Cl[C:2]1[N:3]=[N:4][C:5]([C:10]2[CH:15]=[CH:14][CH:13]=[C:12]([F:16])[C:11]=2[F:17])=[CH:6][C:7]=1[C:8]#[N:9].O.[NH2:19][NH2:20]. Product: [F:17][C:11]1[C:12]([F:16])=[CH:13][CH:14]=[CH:15][C:10]=1[C:5]1[CH:6]=[C:7]2[C:8]([NH2:9])=[N:4][NH:3][C:2]2=[N:19][N:20]=1. The catalyst class is: 8. (2) Reactant: Cl[C:2]1[N:7]=[C:6]([N:8]2[C@H:12]([C:13]3[CH:18]=[CH:17][CH:16]=[CH:15][CH:14]=3)[CH2:11][O:10][C:9]2=[O:19])[CH:5]=[CH:4][N:3]=1.Cl.[C:21]1([C:30]2[CH:35]=[CH:34][CH:33]=[CH:32][CH:31]=2)[CH:26]=[CH:25][C:24]([CH:27]([NH2:29])[CH3:28])=[CH:23][CH:22]=1.CCN(C(C)C)C(C)C. Product: [C:21]1([C:30]2[CH:31]=[CH:32][CH:33]=[CH:34][CH:35]=2)[CH:22]=[CH:23][C:24]([C@H:27]([NH:29][C:2]2[N:7]=[C:6]([N:8]3[C@H:12]([C:13]4[CH:18]=[CH:17][CH:16]=[CH:15][CH:14]=4)[CH2:11][O:10][C:9]3=[O:19])[CH:5]=[CH:4][N:3]=2)[CH3:28])=[CH:25][CH:26]=1.[C:21]1([C:30]2[CH:31]=[CH:32][CH:33]=[CH:34][CH:35]=2)[CH:22]=[CH:23][C:24]([C@@H:27]([NH:29][C:2]2[N:7]=[C:6]([N:8]3[C@H:12]([C:13]4[CH:18]=[CH:17][CH:16]=[CH:15][CH:14]=4)[CH2:11][O:10][C:9]3=[O:19])[CH:5]=[CH:4][N:3]=2)[CH3:28])=[CH:25][CH:26]=1. The catalyst class is: 197. (3) Reactant: S(O)(O)(=O)=O.[NH2:6][OH:7].C([O-])(=O)C.[Na+].[F:13][C:14]1[C:19]([C:20](=O)[CH3:21])=[CH:18][CH:17]=[C:16]([F:23])[N:15]=1.O. Product: [F:13][C:14]1[C:19]([C:20](=[N:6][OH:7])[CH3:21])=[CH:18][CH:17]=[C:16]([F:23])[N:15]=1. The catalyst class is: 56. (4) Reactant: C1N=CN(C(N2C=NC=C2)=O)C=1.[C:13](O)(=[O:16])[C:14]#[CH:15].[C:18]([O:21][CH2:22][CH2:23][C:24]1[CH:29]=[C:28]([F:30])[C:27]([NH:31][C:32]([NH2:43])=[CH:33][C:34]([C:36]2[CH:41]=[CH:40][C:39]([F:42])=[CH:38][CH:37]=2)=[O:35])=[C:26]([F:44])[CH:25]=1)(=[O:20])[CH3:19]. Product: [C:18]([O:21][CH2:22][CH2:23][C:24]1[CH:25]=[C:26]([F:44])[C:27]([N:31]2[C:32]([NH2:43])=[C:33]([C:34](=[O:35])[C:36]3[CH:37]=[CH:38][C:39]([F:42])=[CH:40][CH:41]=3)[CH:15]=[CH:14][C:13]2=[O:16])=[C:28]([F:30])[CH:29]=1)(=[O:20])[CH3:19]. The catalyst class is: 1. (5) Reactant: [F:1][C:2]1[CH:10]=[CH:9][C:5]([C:6]([OH:8])=O)=[CH:4][C:3]=1[CH3:11].C1C=CC2N(O)N=NC=2C=1.CCN=C=NCCCN(C)C.Cl.[NH2:34][CH2:35][C:36]([C:46]([F:49])([F:48])[F:47])([C:38]1[CH:43]=[C:42]([Cl:44])[CH:41]=[C:40]([Cl:45])[CH:39]=1)[OH:37].C(N(CC)CC)C. The catalyst class is: 173. Product: [NH2:34][CH2:35][C:36]([C:46]([F:48])([F:49])[F:47])([C:38]1[CH:43]=[C:42]([Cl:44])[CH:41]=[C:40]([Cl:45])[CH:39]=1)[OH:37].[Cl:44][C:42]1[CH:43]=[C:38]([C:36]([OH:37])([C:46]([F:47])([F:48])[F:49])[CH2:35][NH:34][C:6](=[O:8])[C:5]2[CH:9]=[CH:10][C:2]([F:1])=[C:3]([CH3:11])[CH:4]=2)[CH:39]=[C:40]([Cl:45])[CH:41]=1. (6) Reactant: [H-].[Na+].[NH:3]1[CH:7]=[CH:6][N:5]=[CH:4]1.[Br:8][C:9]1[C:14](Br)=[N:13][CH:12]=[CH:11][N:10]=1. Product: [Br:8][C:9]1[CH:14]=[N:13][C:12]([N:3]2[CH:7]=[CH:6][N:5]=[CH:4]2)=[CH:11][N:10]=1. The catalyst class is: 1. (7) Reactant: O[C:2](C(F)(F)F)=O.[F:8][CH:9]([F:37])[CH2:10][NH:11][C:12]1[N:17]=[C:16]2[CH2:18][NH:19][CH2:20][CH2:21][C:15]2=[N:14][C:13]=1[N:22]1[CH2:27][CH2:26][CH:25]([O:28][C:29]2[CH:34]=[CH:33][C:32]([F:35])=[CH:31][C:30]=2[F:36])[CH2:24][CH2:23]1.CCN(C(C)C)C(C)C.C=O.C(O[BH-](OC(=O)C)OC(=O)C)(=O)C.[Na+].O.C(#N)C.O. Product: [F:37][CH:9]([F:8])[CH2:10][NH:11][C:12]1[N:17]=[C:16]2[CH2:18][N:19]([CH3:2])[CH2:20][CH2:21][C:15]2=[N:14][C:13]=1[N:22]1[CH2:23][CH2:24][CH:25]([O:28][C:29]2[CH:34]=[CH:33][C:32]([F:35])=[CH:31][C:30]=2[F:36])[CH2:26][CH2:27]1. The catalyst class is: 5. (8) Reactant: [C:1]([Br:5])(Br)(Br)[Br:2].C1(P(C2C=CC=CC=2)C2C=CC=CC=2)C=CC=CC=1.[C:25]([C:29]1[O:33][C:32]([C:34]2[C:38]([CH:39]=O)=[C:37]([C:41]3[CH:46]=[CH:45][C:44]([Cl:47])=[CH:43][CH:42]=3)[N:36]([C:48]3[CH:53]=[CH:52][C:51]([Cl:54])=[CH:50][C:49]=3[Cl:55])[N:35]=2)=[N:31][N:30]=1)([CH3:28])([CH3:27])[CH3:26]. Product: [C:25]([C:29]1[O:33][C:32]([C:34]2[C:38]([CH:39]=[C:1]([Br:5])[Br:2])=[C:37]([C:41]3[CH:42]=[CH:43][C:44]([Cl:47])=[CH:45][CH:46]=3)[N:36]([C:48]3[CH:53]=[CH:52][C:51]([Cl:54])=[CH:50][C:49]=3[Cl:55])[N:35]=2)=[N:31][N:30]=1)([CH3:28])([CH3:26])[CH3:27]. The catalyst class is: 2.